This data is from Full USPTO retrosynthesis dataset with 1.9M reactions from patents (1976-2016). The task is: Predict the reactants needed to synthesize the given product. Given the product [C:79]([CH2:78][C:54]1([N:56]2[CH:60]=[C:59]([C:61]3[C:62]4[CH:69]=[CH:68][NH:67][C:63]=4[N:64]=[CH:65][N:66]=3)[CH:58]=[N:57]2)[CH2:55][N:52]([CH:49]2[CH2:50][CH2:51][N:46]([C:5]([C:4]3[CH:3]=[C:2]([CH:10]=[C:9]([CH2:11][N:12]([CH3:14])[CH3:13])[CH:8]=3)[C:15]#[N:17])=[O:7])[CH2:47][CH2:48]2)[CH2:53]1)#[N:80], predict the reactants needed to synthesize it. The reactants are: Br[C:2]1[CH:3]=[C:4]([CH:8]=[C:9]([CH2:11][N:12]([CH3:14])[CH3:13])[CH:10]=1)[C:5]([OH:7])=O.[CH2:15]([N:17](CC)CC)C.F[P-](F)(F)(F)(F)F.C[N+](C)=C(N(C)C)ON1C2N=CC=CC=2N=N1.[NH:46]1[CH2:51][CH2:50][CH:49]([N:52]2[CH2:55][C:54]([CH2:78][C:79]#[N:80])([N:56]3[CH:60]=[C:59]([C:61]4[C:62]5[CH:69]=[CH:68][N:67](COCC[Si](C)(C)C)[C:63]=5[N:64]=[CH:65][N:66]=4)[CH:58]=[N:57]3)[CH2:53]2)[CH2:48][CH2:47]1.